Dataset: Catalyst prediction with 721,799 reactions and 888 catalyst types from USPTO. Task: Predict which catalyst facilitates the given reaction. (1) Reactant: [OH:1][C:2]1[CH:3]=[C:4]([CH:24]=[C:25]([O:27][CH2:28][CH2:29][CH2:30][O:31][CH3:32])[CH:26]=1)[C:5]([N:7]([CH:21]([CH3:23])[CH3:22])[C@@H:8]1[CH2:13][CH2:12][CH2:11][N:10]([C:14]([O:16][C:17]([CH3:20])([CH3:19])[CH3:18])=[O:15])[CH2:9]1)=[O:6].C(N(CC)CC)C.[C:40]1(B(O)O)[CH:45]=[CH:44][CH:43]=[CH:42][CH:41]=1.C(=O)([O-])O.[Na+]. Product: [CH:21]([N:7]([C:5](=[O:6])[C:4]1[CH:3]=[C:2]([O:1][C:40]2[CH:45]=[CH:44][CH:43]=[CH:42][CH:41]=2)[CH:26]=[C:25]([O:27][CH2:28][CH2:29][CH2:30][O:31][CH3:32])[CH:24]=1)[C@@H:8]1[CH2:13][CH2:12][CH2:11][N:10]([C:14]([O:16][C:17]([CH3:18])([CH3:19])[CH3:20])=[O:15])[CH2:9]1)([CH3:23])[CH3:22]. The catalyst class is: 221. (2) Reactant: Cl[C:2]([O:4][C:5]1[CH:10]=[CH:9][CH:8]=[CH:7][CH:6]=1)=[O:3].[F:11][C:12]1[CH:13]=[N:14][CH:15]=[CH:16][C:17]=1[NH2:18].N1C=CC=CC=1. Product: [C:5]1([O:4][C:2](=[O:3])[NH:18][C:17]2[CH:16]=[CH:15][N:14]=[CH:13][C:12]=2[F:11])[CH:10]=[CH:9][CH:8]=[CH:7][CH:6]=1. The catalyst class is: 1. (3) Reactant: [CH3:1][NH:2][CH2:3][CH2:4][C@H:5]([O:11][C:12]1[C:21]2[C:16](=[CH:17][CH:18]=[CH:19][CH:20]=2)[CH:15]=[CH:14][CH:13]=1)[C:6]1[S:10][CH:9]=[CH:8][CH:7]=1.[ClH:22].C(OCC)C. Product: [CH3:1][NH:2][CH2:3][CH2:4][C@H:5]([O:11][C:12]1[C:21]2[C:16](=[CH:17][CH:18]=[CH:19][CH:20]=2)[CH:15]=[CH:14][CH:13]=1)[C:6]1[S:10][CH:9]=[CH:8][CH:7]=1.[ClH:22]. The catalyst class is: 27. (4) Reactant: [OH:1][C:2]1[CH2:3][CH:4]([C:17]([O:19][CH3:20])=[O:18])[CH2:5][C:6](=[O:16])[C:7]=1[N:8]=NC1C=CC=CC=1.[C:21](OC(=O)C)(=[O:23])[CH3:22]. Product: [C:21]([NH:8][C:7]1[C:6](=[O:16])[CH2:5][CH:4]([C:17]([O:19][CH3:20])=[O:18])[CH2:3][C:2]=1[OH:1])(=[O:23])[CH3:22]. The catalyst class is: 183.